Dataset: Full USPTO retrosynthesis dataset with 1.9M reactions from patents (1976-2016). Task: Predict the reactants needed to synthesize the given product. Given the product [CH2:38]([N:35]1[CH2:36][CH2:37][CH:33]([NH:32][C:21](=[O:22])[C:20]2[CH:24]=[CH:25][CH:26]=[C:18]([C:16]3[CH:15]=[N:14][C:10]4[NH:11][CH2:12][CH2:13][N:8]([CH2:7][C:6]5[CH:27]=[C:2]([Cl:1])[CH:3]=[CH:4][C:5]=5[C:28]([F:31])([F:30])[F:29])[C:9]=4[CH:17]=3)[CH:19]=2)[CH2:34]1)[C:39]1[CH:44]=[CH:43][CH:42]=[CH:41][CH:40]=1, predict the reactants needed to synthesize it. The reactants are: [Cl:1][C:2]1[CH:3]=[CH:4][C:5]([C:28]([F:31])([F:30])[F:29])=[C:6]([CH:27]=1)[CH2:7][N:8]1[CH2:13][CH2:12][NH:11][C:10]2[N:14]=[CH:15][C:16]([C:18]3[CH:19]=[C:20]([CH:24]=[CH:25][CH:26]=3)[C:21](O)=[O:22])=[CH:17][C:9]1=2.[NH2:32][CH:33]1[CH2:37][CH2:36][N:35]([CH2:38][C:39]2[CH:44]=[CH:43][CH:42]=[CH:41][CH:40]=2)[CH2:34]1.